This data is from Catalyst prediction with 721,799 reactions and 888 catalyst types from USPTO. The task is: Predict which catalyst facilitates the given reaction. (1) Reactant: [F:1][C:2]1[CH:3]=[C:4]([C:9]2([O:14][CH3:15])[CH2:13][CH2:12][NH:11][CH2:10]2)[CH:5]=[CH:6][C:7]=1[F:8].C(N(CC)CC)C.[CH2:23](I)[CH2:24][CH3:25]. Product: [F:1][C:2]1[CH:3]=[C:4]([C:9]2([O:14][CH3:15])[CH2:13][CH2:12][N:11]([CH2:23][CH2:24][CH3:25])[CH2:10]2)[CH:5]=[CH:6][C:7]=1[F:8]. The catalyst class is: 7. (2) Reactant: [F:1][C:2]([F:32])([F:31])[C:3]1[CH:4]=[C:5]([NH:9][C:10](=[O:30])[O:11][CH2:12][C@H:13]2[CH2:17][C@@H:16]([NH:18][S:19]([C:22]3[CH:27]=[C:26]([Br:28])[CH:25]=[CH:24][C:23]=3[Br:29])(=[O:21])=[O:20])[CH2:15][NH:14]2)[CH:6]=[CH:7][CH:8]=1.C[CH2:34][N:35](C(C)C)C(C)C.BrC#N.C(O)C(N)(CO)CO. Product: [F:32][C:2]([F:1])([F:31])[C:3]1[CH:4]=[C:5]([NH:9][C:10](=[O:30])[O:11][CH2:12][C@H:13]2[CH2:17][C@@H:16]([NH:18][S:19]([C:22]3[CH:27]=[C:26]([Br:28])[CH:25]=[CH:24][C:23]=3[Br:29])(=[O:20])=[O:21])[CH2:15][N:14]2[C:34]#[N:35])[CH:6]=[CH:7][CH:8]=1. The catalyst class is: 2. (3) Reactant: [F:1][C:2]([F:20])([F:19])[C:3]1[CH:8]=[CH:7][C:6]([C@:9]23[CH2:14][C@H:13]2[CH2:12][N:11]([CH2:15][CH2:16][CH2:17][OH:18])[CH2:10]3)=[CH:5][CH:4]=1.CS([C:25]1[N:30]=[C:29]([O:31][CH2:32][C:33]2[CH:38]=[CH:37][CH:36]=[CH:35][CH:34]=2)[CH:28]=[CH:27][N:26]=1)(=O)=O. Product: [C:33]1([CH2:32][O:31][C:29]2[CH:28]=[CH:27][N:26]=[C:25]([O:18][CH2:17][CH2:16][CH2:15][N:11]3[CH2:12][C@H:13]4[C@:9]([C:6]5[CH:5]=[CH:4][C:3]([C:2]([F:19])([F:1])[F:20])=[CH:8][CH:7]=5)([CH2:14]4)[CH2:10]3)[N:30]=2)[CH:34]=[CH:35][CH:36]=[CH:37][CH:38]=1. The catalyst class is: 3. (4) Reactant: COC([N:5]1[C:11]2[CH:12]=[CH:13][CH:14]=[CH:15][C:10]=2[CH2:9][N:8]2[C:16]([C:19]([NH:21][CH2:22][C:23]3[CH:24]=[N:25][CH:26]=[CH:27][CH:28]=3)=[O:20])=[CH:17][CH:18]=[C:7]2[CH2:6]1)=O.C(=O)([O-])[O-].[K+].[K+].O.Cl. Product: [N:25]1[CH:26]=[CH:27][CH:28]=[C:23]([CH2:22][NH:21][C:19]([C:16]2[N:8]3[C:7]([CH2:6][NH:5][C:11]4[CH:12]=[CH:13][CH:14]=[CH:15][C:10]=4[CH2:9]3)=[CH:18][CH:17]=2)=[O:20])[CH:24]=1. The catalyst class is: 5.